Predict the reactants needed to synthesize the given product. From a dataset of Full USPTO retrosynthesis dataset with 1.9M reactions from patents (1976-2016). (1) The reactants are: C(OC([NH:8][CH2:9][C:10]1[CH:11]=[C:12]([CH:16]=[CH:17][CH:18]=1)[C:13]([OH:15])=O)=O)(C)(C)C.C(Cl)CCl.[CH2:23]([CH2:25][NH2:26])[OH:24]. Given the product [NH2:8][CH2:9][C:10]1[CH:11]=[C:12]([CH:16]=[CH:17][CH:18]=1)[C:13]([NH:26][CH2:25][CH2:23][OH:24])=[O:15], predict the reactants needed to synthesize it. (2) Given the product [CH3:36][O:35][C:32]1[CH:31]=[CH:30][C:5]([CH2:6][N:1]2[CH2:43][CH2:38][CH2:39][CH:7]([CH2:8][O:9][C:10]3[CH:11]=[CH:12][C:13]([C:16]4[NH:20][C:19]5[CH:21]=[CH:22][C:23]([C:25]([NH2:27])=[O:26])=[CH:24][C:18]=5[N:17]=4)=[CH:14][CH:15]=3)[CH2:2]2)=[CH:4][CH:3]=1, predict the reactants needed to synthesize it. The reactants are: [NH:1]1[CH2:6][CH2:5][CH2:4][CH2:3][CH:2]1[CH2:7][CH2:8][O:9][C:10]1[CH:15]=[CH:14][C:13]([C:16]2[NH:20][C:19]3[CH:21]=[CH:22][C:23]([C:25]([NH2:27])=[O:26])=[CH:24][C:18]=3[N:17]=2)=[CH:12][CH:11]=1.C(=O)C1C=C[C:32]([O:35][CH3:36])=[CH:31][CH:30]=1.[C:38]1(C)[CH:43]=CC(C=O)=C[CH:39]=1. (3) Given the product [C:11]([O:10][C:9]([NH:8][CH2:7][C:6]1[CH:16]=[C:2]([CH:3]=[CH:4][C:5]=1[O:17][CH3:18])[C:31]([C:28]1([C:27]([OH:34])=[O:26])[CH2:30][CH2:29]1)=[O:32])=[O:15])([CH3:14])([CH3:13])[CH3:12], predict the reactants needed to synthesize it. The reactants are: Br[C:2]1[CH:3]=[CH:4][C:5]([O:17][CH3:18])=[C:6]([CH:16]=1)[CH2:7][NH:8][C:9](=[O:15])[O:10][C:11]([CH3:14])([CH3:13])[CH3:12].C([Li])CCC.CC1(C)[O:32][C:31](=O)[C:28]2([CH2:30][CH2:29]2)[C:27](=[O:34])[O:26]1.[Cl-].[NH4+].Cl. (4) Given the product [IH:16].[Cl:1][C:2]1[CH:10]=[CH:9][C:8]2[C:7]3[N:12]=[C:13]([NH2:15])[S:14][C:6]=3[CH2:5][C:4]=2[CH:3]=1, predict the reactants needed to synthesize it. The reactants are: [Cl:1][C:2]1[CH:3]=[C:4]2[C:8](=[CH:9][CH:10]=1)[C:7](=O)[CH2:6][CH2:5]2.[NH2:12][C:13]([NH2:15])=[S:14].[I:16]I. (5) The reactants are: [F:1][C:2]1([F:15])[CH2:5][CH:4]([CH2:6][O:7]CC2C=CC=CC=2)[CH2:3]1.I[Si](C)(C)C.C(=O)([O-])O.[Na+].C(N(CC)CC)C.[CH3:33][S:34](Cl)(=[O:36])=[O:35]. Given the product [CH3:33][S:34]([O:7][CH2:6][CH2:4][CH2:3][C:2]([F:15])([F:1])[CH3:5])(=[O:36])=[O:35], predict the reactants needed to synthesize it.